Dataset: Forward reaction prediction with 1.9M reactions from USPTO patents (1976-2016). Task: Predict the product of the given reaction. (1) Given the reactants CC1(C)C(C)(C)OB([C:9]2[CH:17]=[CH:16][CH:15]=[C:14]3[C:10]=2[CH:11]=[CH:12][NH:13]3)O1.Br[C:20]1[CH:25]=[CH:24][C:23]([F:26])=[C:22]([Cl:27])[CH:21]=1.[OH-].[Na+], predict the reaction product. The product is: [Cl:27][C:22]1[CH:21]=[C:20]([C:9]2[CH:17]=[CH:16][CH:15]=[C:14]3[C:10]=2[CH:11]=[CH:12][NH:13]3)[CH:25]=[CH:24][C:23]=1[F:26]. (2) Given the reactants Br[C:2]1[CH:10]=[CH:9][C:8]2[C:4](=[C:5]3[N:14]=[C:13]([Cl:15])[C:12]([C:16]4[CH:21]=[CH:20][CH:19]=[CH:18][CH:17]=4)=[CH:11][N:6]3[N:7]=2)[CH:3]=1.[F:22][C:23]1[CH:28]=[CH:27][C:26](B(O)O)=[CH:25][CH:24]=1.C(=O)([O-])[O-].[Na+].[Na+], predict the reaction product. The product is: [Cl:15][C:13]1[C:12]([C:16]2[CH:21]=[CH:20][CH:19]=[CH:18][CH:17]=2)=[CH:11][N:6]2[N:7]=[C:8]3[C:4]([CH:3]=[C:2]([C:26]4[CH:27]=[CH:28][C:23]([F:22])=[CH:24][CH:25]=4)[CH:10]=[CH:9]3)=[C:5]2[N:14]=1. (3) Given the reactants [NH2:1][C:2]1[C:3]([N+:21]([O-])=O)=[C:4]([N:8]([CH3:20])[CH2:9][CH2:10][N:11]([CH3:19])[C:12](=[O:18])[O:13][C:14]([CH3:17])([CH3:16])[CH3:15])[CH:5]=[CH:6][CH:7]=1, predict the reaction product. The product is: [NH2:21][C:3]1[C:2]([NH2:1])=[CH:7][CH:6]=[CH:5][C:4]=1[N:8]([CH3:20])[CH2:9][CH2:10][N:11]([CH3:19])[C:12](=[O:18])[O:13][C:14]([CH3:15])([CH3:16])[CH3:17].